This data is from NCI-60 drug combinations with 297,098 pairs across 59 cell lines. The task is: Regression. Given two drug SMILES strings and cell line genomic features, predict the synergy score measuring deviation from expected non-interaction effect. (1) Drug 1: C(=O)(N)NO. Drug 2: CCC1(CC2CC(C3=C(CCN(C2)C1)C4=CC=CC=C4N3)(C5=C(C=C6C(=C5)C78CCN9C7C(C=CC9)(C(C(C8N6C)(C(=O)OC)O)OC(=O)C)CC)OC)C(=O)OC)O.OS(=O)(=O)O. Cell line: SNB-19. Synergy scores: CSS=7.12, Synergy_ZIP=6.56, Synergy_Bliss=10.6, Synergy_Loewe=5.11, Synergy_HSA=6.13. (2) Drug 1: C1=CC(=CC=C1CC(C(=O)O)N)N(CCCl)CCCl.Cl. Drug 2: CN(C(=O)NC(C=O)C(C(C(CO)O)O)O)N=O. Cell line: OVCAR-5. Synergy scores: CSS=3.66, Synergy_ZIP=0.0563, Synergy_Bliss=-1.46, Synergy_Loewe=-7.91, Synergy_HSA=-4.95. (3) Drug 1: COC1=NC(=NC2=C1N=CN2C3C(C(C(O3)CO)O)O)N. Drug 2: C1=NNC2=C1C(=O)NC=N2. Cell line: EKVX. Synergy scores: CSS=-1.59, Synergy_ZIP=1.62, Synergy_Bliss=-0.204, Synergy_Loewe=-7.00, Synergy_HSA=-4.52.